Dataset: Peptide-MHC class I binding affinity with 185,985 pairs from IEDB/IMGT. Task: Regression. Given a peptide amino acid sequence and an MHC pseudo amino acid sequence, predict their binding affinity value. This is MHC class I binding data. The peptide sequence is FYLYLTFYF. The MHC is HLA-A24:02 with pseudo-sequence HLA-A24:02. The binding affinity (normalized) is 0.